The task is: Predict the reactants needed to synthesize the given product.. This data is from Full USPTO retrosynthesis dataset with 1.9M reactions from patents (1976-2016). (1) Given the product [CH3:28][N:29]1[CH:33]=[CH:32][N:31]=[C:30]1[CH2:34][N:1]1[CH2:2][CH:3]([N:5]2[C:9]3=[N:10][CH:11]=[N:12][C:13]([NH2:14])=[C:8]3[C:7]([C:15]3[CH:16]=[CH:17][C:18]([O:21][C:22]4[CH:27]=[CH:26][CH:25]=[CH:24][CH:23]=4)=[CH:19][CH:20]=3)=[N:6]2)[CH2:4]1, predict the reactants needed to synthesize it. The reactants are: [NH:1]1[CH2:4][CH:3]([N:5]2[C:9]3=[N:10][CH:11]=[N:12][C:13]([NH2:14])=[C:8]3[C:7]([C:15]3[CH:20]=[CH:19][C:18]([O:21][C:22]4[CH:27]=[CH:26][CH:25]=[CH:24][CH:23]=4)=[CH:17][CH:16]=3)=[N:6]2)[CH2:2]1.[CH3:28][N:29]1[CH:33]=[CH:32][N:31]=[C:30]1[C:34](O)=O.C(O)(=O)C.C(O[BH-](OC(=O)C)OC(=O)C)(=O)C.[Na+]. (2) Given the product [NH2:2][CH2:1][C:3]1[CH:12]=[CH:11][CH:10]=[CH:9][C:4]=1[C:5]([O:7][CH3:8])=[O:6].[ClH:16], predict the reactants needed to synthesize it. The reactants are: [C:1]([C:3]1[CH:12]=[CH:11][CH:10]=[CH:9][C:4]=1[C:5]([O:7][CH3:8])=[O:6])#[N:2].[H][H].C(Cl)(Cl)[Cl:16].